The task is: Predict which catalyst facilitates the given reaction.. This data is from Catalyst prediction with 721,799 reactions and 888 catalyst types from USPTO. Reactant: [NH2:1][C:2]1[C:7]([N+:8]([O-])=O)=[C:6]([N:11]2[CH2:16][CH2:15][N:14]([CH2:17][C:18]([N:20]([CH3:26])[C:21]3[S:22][CH:23]=[CH:24][N:25]=3)=[O:19])[CH2:13][CH2:12]2)[C:5]([Br:27])=[CH:4][N:3]=1.[CH3:28][N:29]([CH3:38])[C:30]1[CH:37]=[CH:36][C:33]([CH:34]=O)=[CH:32][CH:31]=1.[O-]S(S([O-])=O)=O.[Na+].[Na+]. Product: [Br:27][C:5]1[C:6]([N:11]2[CH2:16][CH2:15][N:14]([CH2:17][C:18]([N:20]([CH3:26])[C:21]3[S:22][CH:23]=[CH:24][N:25]=3)=[O:19])[CH2:13][CH2:12]2)=[C:7]2[N:8]=[C:34]([C:33]3[CH:36]=[CH:37][C:30]([N:29]([CH3:38])[CH3:28])=[CH:31][CH:32]=3)[NH:1][C:2]2=[N:3][CH:4]=1. The catalyst class is: 8.